The task is: Predict the reactants needed to synthesize the given product.. This data is from Full USPTO retrosynthesis dataset with 1.9M reactions from patents (1976-2016). (1) Given the product [N:44]([C@@H:9]1[CH2:10][CH2:11][CH2:12][CH2:13][C@H:8]1[S:7][C:1]1[CH:2]=[CH:3][CH:4]=[CH:5][CH:6]=1)=[N+:45]=[N-:46], predict the reactants needed to synthesize it. The reactants are: [C:1]1([S:7][C@@H:8]2[CH2:13][CH2:12][CH2:11][CH2:10][C@H:9]2O)[CH:6]=[CH:5][CH:4]=[CH:3][CH:2]=1.C(N(CC)C(C)C)(C)C.CS(Cl)(=O)=O.C1OCCOCCOCCOCCOC1.[N-:44]=[N+:45]=[N-:46].[Na+]. (2) Given the product [Cl:1][C:2]1[S:6][C:5]([C:7]([NH:13][CH2:10][C:11]#[CH:12])=[O:9])=[CH:4][CH:3]=1, predict the reactants needed to synthesize it. The reactants are: [Cl:1][C:2]1[S:6][C:5]([C:7]([OH:9])=O)=[CH:4][CH:3]=1.[CH2:10]([NH2:13])[C:11]#[CH:12]. (3) Given the product [ClH:32].[Cl:32][C:33]1[CH:34]=[C:35]([CH:49]=[CH:50][C:51]=1[F:52])[O:36][C:37]1[CH:38]=[CH:39][C:40]2[N:44]=[C:43]([CH2:45][O:46][C:54]3[CH:55]=[C:56]([CH:61]=[CH:62][CH:63]=3)[C:57]([O:59][CH3:60])=[O:58])[N:42]([CH3:47])[C:41]=2[CH:48]=1, predict the reactants needed to synthesize it. The reactants are: C(P(CCCC)CCCC)CCC.N(C(N1CCCCC1)=O)=NC(N1CCCCC1)=O.[Cl:32][C:33]1[CH:34]=[C:35]([CH:49]=[CH:50][C:51]=1[F:52])[O:36][C:37]1[CH:38]=[CH:39][C:40]2[N:44]=[C:43]([CH2:45][OH:46])[N:42]([CH3:47])[C:41]=2[CH:48]=1.O[C:54]1[CH:55]=[C:56]([CH:61]=[CH:62][CH:63]=1)[C:57]([O:59][CH3:60])=[O:58]. (4) Given the product [Br:10][C:11]1[CH:12]=[CH:13][C:14]([S:17]([NH:2][CH2:3][CH2:4][NH:5][S:6]([CH3:9])(=[O:8])=[O:7])(=[O:19])=[O:18])=[N:15][CH:16]=1, predict the reactants needed to synthesize it. The reactants are: Cl.[NH2:2][CH2:3][CH2:4][NH:5][S:6]([CH3:9])(=[O:8])=[O:7].[Br:10][C:11]1[CH:12]=[CH:13][C:14]([S:17](Cl)(=[O:19])=[O:18])=[N:15][CH:16]=1. (5) Given the product [CH3:2][N:3]([O:4][CH3:5])[C:16]([CH:13]1[CH2:15][CH2:14]1)=[O:17], predict the reactants needed to synthesize it. The reactants are: Cl.[CH3:2][NH:3][O:4][CH3:5].C(N(CC)CC)C.[CH:13]1([C:16](Cl)=[O:17])[CH2:15][CH2:14]1.O.